Dataset: Forward reaction prediction with 1.9M reactions from USPTO patents (1976-2016). Task: Predict the product of the given reaction. (1) Given the reactants B(F)(F)F.CCOCC.[CH2:10]([O:15][C:16]1[CH:21]=[CH:20][C:19]([CH2:22][C:23]([OH:25])=[O:24])=[CH:18][CH:17]=1)[CH2:11][CH:12]([CH3:14])[CH3:13].[C:26](OC(=N)C(Cl)(Cl)Cl)([CH3:29])([CH3:28])[CH3:27], predict the reaction product. The product is: [CH2:10]([O:15][C:16]1[CH:17]=[CH:18][C:19]([CH2:22][C:23]([O:25][C:26]([CH3:29])([CH3:28])[CH3:27])=[O:24])=[CH:20][CH:21]=1)[CH2:11][CH:12]([CH3:14])[CH3:13]. (2) Given the reactants Br[C:2]1[CH:7]=[CH:6][N:5]=[C:4]([F:8])[CH:3]=1.[CH:9]1(B(O)O)[CH2:11][CH2:10]1.C([O-])([O-])=O.[Cs+].[Cs+], predict the reaction product. The product is: [CH:9]1([C:2]2[CH:7]=[CH:6][N:5]=[C:4]([F:8])[CH:3]=2)[CH2:11][CH2:10]1. (3) Given the reactants Cl.[NH2:2][C:3]1[CH:8]=[C:7]([C:9]([F:12])([F:11])[F:10])[CH:6]=[CH:5][C:4]=1[SH:13].[CH2:14](SC1C=CC(F)=CC=1N)[CH3:15], predict the reaction product. The product is: [CH2:14]([S:13][C:4]1[CH:5]=[CH:6][C:7]([C:9]([F:10])([F:11])[F:12])=[CH:8][C:3]=1[NH2:2])[CH3:15]. (4) Given the reactants C([O:3][C:4](=[O:29])[CH:5]([N:15]=C(C1C=CC=CC=1)C1C=CC=CC=1)[CH2:6][C:7]1[CH:12]=[CH:11][C:10]([Cl:13])=[CH:9][C:8]=1[CH3:14])C, predict the reaction product. The product is: [NH2:15][CH:5]([CH2:6][C:7]1[CH:12]=[CH:11][C:10]([Cl:13])=[CH:9][C:8]=1[CH3:14])[C:4]([OH:29])=[O:3]. (5) Given the reactants C([O:3][C:4](=[O:13])[C:5]([C:7]1[S:8][CH:9]=[CH:10][C:11]=1[Cl:12])=[O:6])C.[OH-].[Na+].Cl, predict the reaction product. The product is: [Cl:12][C:11]1[CH:10]=[CH:9][S:8][C:7]=1[C:5](=[O:6])[C:4]([OH:13])=[O:3].